Predict the reactants needed to synthesize the given product. From a dataset of Full USPTO retrosynthesis dataset with 1.9M reactions from patents (1976-2016). (1) Given the product [NH2:7][C:6]1[N:2]([CH3:1])[N:3]=[C:4]([CH:10]([OH:12])[C:15]([F:17])([F:16])[F:14])[CH:5]=1, predict the reactants needed to synthesize it. The reactants are: [CH3:1][N:2]1[C:6]([N+:7]([O-])=O)=[CH:5][C:4]([C:10]([O:12]C)=O)=[N:3]1.[F:14][C:15]([Si](C)(C)C)([F:17])[F:16].[F-].[Cs+]. (2) Given the product [Cl:8][C:6]1[CH:7]=[C:2]([C:25]([OH:26])([CH3:27])[CH3:24])[CH:3]=[C:4]([CH:9]2[O:13][CH2:12][CH2:11][O:10]2)[CH:5]=1, predict the reactants needed to synthesize it. The reactants are: Br[C:2]1[CH:3]=[C:4]([CH:9]2[O:13][CH2:12][CH2:11][O:10]2)[CH:5]=[C:6]([Cl:8])[CH:7]=1.C([Li])(C)(C)C.CCCCC.[CH3:24][C:25]([CH3:27])=[O:26]. (3) Given the product [Cl:38][C:23]1[S:22][C:21]([C:18]2[CH:19]=[CH:20][C:15]([C:12]3[CH:13]=[CH:14][C:9]([C:6]4([C:4]([OH:5])=[O:3])[CH2:8][CH2:7]4)=[CH:10][CH:11]=3)=[N:16][CH:17]=2)=[C:25]([NH:26][C:27]([O:29][CH:30]([C:32]2[C:36]([CH3:37])=[CH:35][S:34][CH:33]=2)[CH3:31])=[O:28])[CH:24]=1, predict the reactants needed to synthesize it. The reactants are: C([O:3][C:4]([C:6]1([C:9]2[CH:14]=[CH:13][C:12]([C:15]3[CH:20]=[CH:19][C:18]([C:21]4[S:22][C:23]([Cl:38])=[CH:24][C:25]=4[NH:26][C:27]([O:29][CH:30]([C:32]4[C:36]([CH3:37])=[CH:35][S:34][CH:33]=4)[CH3:31])=[O:28])=[CH:17][N:16]=3)=[CH:11][CH:10]=2)[CH2:8][CH2:7]1)=[O:5])C.[OH-].[Na+].C(O)(C)C.Cl. (4) Given the product [CH3:1][NH:2][C:38]([C@H:33]([NH:32][C:25](=[O:26])[O:27][C:28]([CH3:31])([CH3:30])[CH3:29])[CH2:34][CH2:35][S:36][CH3:37])=[O:40], predict the reactants needed to synthesize it. The reactants are: [CH3:1][N:2](C(ON1N=NC2C=CC=NC1=2)=[N+](C)C)C.F[P-](F)(F)(F)(F)F.[C:25]([NH:32][C@@H:33]([C:38]([OH:40])=O)[CH2:34][CH2:35][S:36][CH3:37])([O:27][C:28]([CH3:31])([CH3:30])[CH3:29])=[O:26].CN.Cl.CCN(C(C)C)C(C)C. (5) Given the product [C:1]([O:5][C:6](=[O:18])[NH:7][C@@H:8]([CH2:11][C:12]1[CH:17]=[CH:16][CH:15]=[CH:14][CH:13]=1)[CH:9]([C:21]#[N:22])[OH:10])([CH3:4])([CH3:2])[CH3:3], predict the reactants needed to synthesize it. The reactants are: [C:1]([O:5][C:6](=[O:18])[NH:7][C@@H:8]([CH2:11][C:12]1[CH:17]=[CH:16][CH:15]=[CH:14][CH:13]=1)[CH:9]=[O:10])([CH3:4])([CH3:3])[CH3:2].CC(C)(O)[C:21]#[N:22].C(N(CC)CC)C.O.